From a dataset of Peptide-MHC class I binding affinity with 185,985 pairs from IEDB/IMGT. Regression. Given a peptide amino acid sequence and an MHC pseudo amino acid sequence, predict their binding affinity value. This is MHC class I binding data. (1) The peptide sequence is SPAIFQYTM. The MHC is HLA-B35:01 with pseudo-sequence HLA-B35:01. The binding affinity (normalized) is 0.777. (2) The binding affinity (normalized) is 0.359. The peptide sequence is ENAVWDQFK. The MHC is HLA-A33:01 with pseudo-sequence HLA-A33:01. (3) The peptide sequence is PVYISQFSY. The MHC is HLA-A03:01 with pseudo-sequence HLA-A03:01. The binding affinity (normalized) is 0.202. (4) The peptide sequence is KFNPMKTYI. The MHC is Mamu-A01 with pseudo-sequence Mamu-A01. The binding affinity (normalized) is 0.0908. (5) The peptide sequence is RIRSERPAF. The MHC is HLA-B15:09 with pseudo-sequence HLA-B15:09. The binding affinity (normalized) is 0.0847. (6) The peptide sequence is RWMCLRRFII. The MHC is HLA-A02:03 with pseudo-sequence HLA-A02:03. The binding affinity (normalized) is 0. (7) The MHC is HLA-A33:01 with pseudo-sequence HLA-A33:01. The binding affinity (normalized) is 0.210. The peptide sequence is EILKINSVKY.